Task: Predict the reaction yield, written as a fraction of the theoretical maximum amount of product (1.0 means a 100% yield; for example, 0.34 means a 34% yield).. Dataset: Reaction yield outcomes from USPTO patents with 853,638 reactions (1) The reactants are [N+:1]([C:4]1[CH:9]=[CH:8][C:7]([S:10](Cl)(=[O:12])=[O:11])=[CH:6][CH:5]=1)([O-:3])=[O:2].[CH2:14]([NH2:18])[CH2:15][CH2:16][CH3:17]. The catalyst is C1COCC1.CN(C)C1C=CN=CC=1. The product is [CH2:14]([NH:18][S:10]([C:7]1[CH:8]=[CH:9][C:4]([N+:1]([O-:3])=[O:2])=[CH:5][CH:6]=1)(=[O:12])=[O:11])[CH2:15][CH2:16][CH3:17]. The yield is 0.860. (2) The reactants are [Cl:1][C:2]1[CH:7]=[C:6]([Cl:8])[CH:5]=[CH:4][C:3]=1[C@H:9]1[C:14]([C:15]([O:17][CH2:18][CH3:19])=[O:16])=[C:13]([CH2:20]Br)[NH:12][C:11]([C:22]2[S:23][CH:24]=[CH:25][N:26]=2)=[N:10]1.[NH:27]1[CH2:32][CH2:31][O:30][CH2:29][CH2:28]1. The catalyst is C(O)C. The product is [Cl:1][C:2]1[CH:7]=[C:6]([Cl:8])[CH:5]=[CH:4][C:3]=1[C@H:9]1[C:14]([C:15]([O:17][CH2:18][CH3:19])=[O:16])=[C:13]([CH2:20][N:27]2[CH2:32][CH2:31][O:30][CH2:29][CH2:28]2)[NH:12][C:11]([C:22]2[S:23][CH:24]=[CH:25][N:26]=2)=[N:10]1. The yield is 0.780. (3) The reactants are C([N:8]1[C:12]2[C:13](=[O:37])[N:14]([CH3:36])[CH:15]=[C:16]([C:17]3[CH:22]=[C:21]([CH2:23][S:24]([CH3:27])(=[O:26])=[O:25])[CH:20]=[CH:19][C:18]=3[NH:28][C:29]3[CH:34]=[CH:33][C:32]([F:35])=[CH:31][CH:30]=3)[C:11]=2[CH:10]=[C:9]1[C:38]([O:40][CH2:41][CH3:42])=[O:39])C1C=CC=CC=1.C1(OC)C=CC=CC=1.OS(O)(=O)=O.C(O)(C(F)(F)F)=O. No catalyst specified. The product is [CH2:41]([O:40][C:38]([C:9]1[NH:8][C:12]2[C:13](=[O:37])[N:14]([CH3:36])[CH:15]=[C:16]([C:17]3[CH:22]=[C:21]([CH2:23][S:24]([CH3:27])(=[O:25])=[O:26])[CH:20]=[CH:19][C:18]=3[NH:28][C:29]3[CH:30]=[CH:31][C:32]([F:35])=[CH:33][CH:34]=3)[C:11]=2[CH:10]=1)=[O:39])[CH3:42]. The yield is 0.244. (4) The reactants are [Br:1][C:2]1[CH:3]=[CH:4][C:5]2[O:11][CH2:10][CH2:9][N:8]3[CH:12]=[C:13](I)[N:14]=[C:7]3[C:6]=2[CH:16]=1.[CH:17]([N:20]1[CH:24]=[N:23][CH:22]=[N:21]1)([CH3:19])[CH3:18].C(=O)([O-])[O-].[Cs+].[Cs+].CN(C=O)C. The catalyst is CCOC(C)=O.[Cu]I.CC([O-])=O.CC([O-])=O.[Pd+2]. The product is [Br:1][C:2]1[CH:3]=[CH:4][C:5]2[O:11][CH2:10][CH2:9][N:8]3[CH:12]=[C:13]([C:24]4[N:20]([CH:17]([CH3:19])[CH3:18])[N:21]=[CH:22][N:23]=4)[N:14]=[C:7]3[C:6]=2[CH:16]=1. The yield is 0.0500.